From a dataset of Full USPTO retrosynthesis dataset with 1.9M reactions from patents (1976-2016). Predict the reactants needed to synthesize the given product. (1) Given the product [Cl:13][C:8]1[N:6]2[N:7]=[C:2]([Cl:1])[CH:3]=[CH:4][C:5]2=[N:10][N:9]=1, predict the reactants needed to synthesize it. The reactants are: [Cl:1][C:2]1[CH:3]=[CH:4][C:5]2[N:6]([C:8](O)=[N:9][N:10]=2)[N:7]=1.P(Cl)(Cl)(Cl)(Cl)[Cl:13]. (2) Given the product [F:23][C:18]1[CH:19]=[CH:20][CH:21]=[CH:22][C:17]=1[O:16][CH2:15][C@H:10]1[C@@H:11]([OH:14])[CH2:12][CH2:13][NH:8][CH2:9]1, predict the reactants needed to synthesize it. The reactants are: C([N:8]1[CH2:13][CH2:12][C@H:11]([OH:14])[C@H:10]([CH2:15][O:16][C:17]2[CH:22]=[CH:21][CH:20]=[CH:19][C:18]=2[F:23])[CH2:9]1)C1C=CC=CC=1.C(OCC)(=O)C. (3) Given the product [CH3:12][N:13]([CH:15]=[C:3]([C:2](=[O:1])[CH3:9])[C:4]([O:6][CH2:7][CH3:8])=[O:5])[CH3:14], predict the reactants needed to synthesize it. The reactants are: [O:1]=[C:2]([CH3:9])[CH2:3][C:4]([O:6][CH2:7][CH3:8])=[O:5].CO[CH:12](OC)[N:13]([CH3:15])[CH3:14]. (4) Given the product [NH2:11][C:6]1[CH:5]=[CH:4][CH:3]=[C:2]([F:1])[C:7]=1[C:8]([NH:17][CH:14]([CH3:16])[CH3:15])=[O:13], predict the reactants needed to synthesize it. The reactants are: [F:1][C:2]1[C:7]2[C:8](=[O:13])OC(=O)[NH:11][C:6]=2[CH:5]=[CH:4][CH:3]=1.[CH:14]([NH2:17])([CH3:16])[CH3:15].